This data is from Forward reaction prediction with 1.9M reactions from USPTO patents (1976-2016). The task is: Predict the product of the given reaction. (1) Given the reactants CO[C:3](=[O:36])[CH2:4][N:5]1[C:10]2[CH:11]=[C:12]([Cl:17])[C:13]([O:15][CH3:16])=[CH:14][C:9]=2[O:8][CH:7]([C:18]([N:20]2[CH2:25][CH2:24][C:23]([C:34]#[N:35])([CH2:26][C:27]3[CH:32]=[CH:31][C:30]([F:33])=[CH:29][CH:28]=3)[CH2:22][CH2:21]2)=[O:19])[CH2:6]1.[NH3:37], predict the reaction product. The product is: [Cl:17][C:12]1[C:13]([O:15][CH3:16])=[CH:14][C:9]2[O:8][CH:7]([C:18]([N:20]3[CH2:25][CH2:24][C:23]([C:34]#[N:35])([CH2:26][C:27]4[CH:28]=[CH:29][C:30]([F:33])=[CH:31][CH:32]=4)[CH2:22][CH2:21]3)=[O:19])[CH2:6][N:5]([CH2:4][C:3]([NH2:37])=[O:36])[C:10]=2[CH:11]=1. (2) The product is: [CH2:31]([NH:30][C:28]([CH:20]1[N:19]([C:17](=[O:18])[C@@H:16]([NH:15][C:10](=[O:12])[C@@H:9]([N:8]([CH3:14])[C:6](=[O:7])[O:5][C:1]([CH3:2])([CH3:3])[CH3:4])[CH3:13])[CH:33]([CH3:34])[CH3:35])[C:23]2=[N:24][CH:25]=[CH:26][CH:27]=[C:22]2[CH2:21]1)=[O:29])[CH3:32]. Given the reactants [C:1]([O:5][C:6]([N:8]([CH3:14])[C@@H:9]([CH3:13])[C:10]([OH:12])=O)=[O:7])([CH3:4])([CH3:3])[CH3:2].[NH2:15][C@@H:16]([CH:33]([CH3:35])[CH3:34])[C:17]([N:19]1[C:23]2=[N:24][CH:25]=[CH:26][CH:27]=[C:22]2[CH2:21][CH:20]1[C:28]([NH:30][CH2:31][CH3:32])=[O:29])=[O:18].CN(C(ON1N=NC2C=CC=NC1=2)=[N+](C)C)C.F[P-](F)(F)(F)(F)F.C(N(CC)CC)C.C([O-])(O)=O.[Na+], predict the reaction product. (3) Given the reactants [CH3:1][N:2]([CH3:28])[C:3]([C:5]1[N:6]([CH:25]([CH3:27])[CH3:26])[C:7]([CH:23]=[O:24])=[C:8]([C:16]2[CH:21]=[CH:20][C:19]([F:22])=[CH:18][CH:17]=2)[C:9]=1[C:10]1[CH:15]=[CH:14][CH:13]=[CH:12][CH:11]=1)=[O:4].[BH4-].[Na+], predict the reaction product. The product is: [CH3:1][N:2]([CH3:28])[C:3]([C:5]1[N:6]([CH:25]([CH3:26])[CH3:27])[C:7]([CH2:23][OH:24])=[C:8]([C:16]2[CH:17]=[CH:18][C:19]([F:22])=[CH:20][CH:21]=2)[C:9]=1[C:10]1[CH:11]=[CH:12][CH:13]=[CH:14][CH:15]=1)=[O:4]. (4) Given the reactants CC(S[C@@H]1O[C@H](CO)[C@H](O)[C@H](O)[C@H]1O)C.[CH:16]1[C:21]([C@H:22]2[O:32][C:31]3[CH:30]=[C:29]([OH:33])[CH:28]=[C:27]([OH:34])[C:26]=3[C:24](=[O:25])[CH2:23]2)=[CH:20][CH:19]=[C:18]([OH:35])[CH:17]=1, predict the reaction product. The product is: [OH:35][C:18]1[CH:17]=[CH:16][C:21]([CH2:22][CH2:23][C:24]([C:26]2[C:31](=[CH:30][C:29](=[CH:28][C:27]=2[OH:34])[OH:33])[OH:32])=[O:25])=[CH:20][CH:19]=1. (5) The product is: [CH3:18][O:17][C@@H:5]([CH2:6][C:7]1[CH:8]=[CH:9][C:10]([O:13][CH2:14][CH2:15][O:20][C:21]2[CH:30]=[C:29]3[C:24]([C:25](=[O:37])[CH:26]=[C:27]([C:31]4[CH:36]=[CH:35][CH:34]=[CH:33][CH:32]=4)[O:28]3)=[CH:23][CH:22]=2)=[CH:11][CH:12]=1)[C:4]([OH:3])=[O:19]. Given the reactants C([O:3][C:4](=[O:19])[C@@H:5]([O:17][CH3:18])[CH2:6][C:7]1[CH:12]=[CH:11][C:10]([O:13][CH2:14][CH2:15]Br)=[CH:9][CH:8]=1)C.[OH:20][C:21]1[CH:30]=[C:29]2[C:24]([C:25](=[O:37])[CH:26]=[C:27]([C:31]3[CH:36]=[CH:35][CH:34]=[CH:33][CH:32]=3)[O:28]2)=[CH:23][CH:22]=1.CO[C@@H](CC1C=CC(OCCCOC2C=CC=CC=2)=CC=1)C(O)=O, predict the reaction product. (6) Given the reactants [Cl:1][C:2]1[N:7]=[C:6](Cl)[C:5]([F:9])=[CH:4][N:3]=1.[F:10][C:11]1[CH:16]=[C:15]([F:17])[CH:14]=[CH:13][C:12]=1B(O)O.C(=O)([O-])[O-].[K+].[K+].COCCOC, predict the reaction product. The product is: [Cl:1][C:2]1[N:7]=[C:6]([C:14]2[CH:13]=[CH:12][C:11]([F:10])=[CH:16][C:15]=2[F:17])[C:5]([F:9])=[CH:4][N:3]=1. (7) Given the reactants [NH2:1][C:2]1[N:7]=[CH:6][N:5]=[C:4]2[NH:8][N:9]=[C:10]([C:11]3[CH:16]=[CH:15][C:14]([O:17][C:18]4[CH:23]=[CH:22][CH:21]=[CH:20][CH:19]=4)=[CH:13][CH:12]=3)[C:3]=12.S([O-])(=O)(=O)C.C(=O)([O-])[O-].[Cs+].[Cs+].[CH3:35][N:36]([CH:38]=[O:39])[CH3:37], predict the reaction product. The product is: [NH2:1][C:2]1[N:7]=[CH:6][N:5]=[C:4]2[N:8]([CH:10]3[CH2:11][CH2:12][CH2:37][N:36]([C:38](=[O:39])[CH2:3][C:2]#[N:1])[CH2:35]3)[N:9]=[C:10]([C:11]3[CH:12]=[CH:13][C:14]([O:17][C:18]4[CH:23]=[CH:22][CH:21]=[CH:20][CH:19]=4)=[CH:15][CH:16]=3)[C:3]=12. (8) Given the reactants [Cl:1][C:2]1[N:7]=[N:6][C:5]([NH2:8])=[CH:4][CH:3]=1.C(N(CC)CC)C.[F:16][C:17]([F:28])([F:27])[C:18](O[C:18](=[O:19])[C:17]([F:28])([F:27])[F:16])=[O:19], predict the reaction product. The product is: [Cl:1][C:2]1[N:7]=[N:6][C:5]([NH:8][C:18](=[O:19])[C:17]([F:28])([F:27])[F:16])=[CH:4][CH:3]=1.